Dataset: NCI-60 drug combinations with 297,098 pairs across 59 cell lines. Task: Regression. Given two drug SMILES strings and cell line genomic features, predict the synergy score measuring deviation from expected non-interaction effect. Drug 1: C1=CC(=C2C(=C1NCCNCCO)C(=O)C3=C(C=CC(=C3C2=O)O)O)NCCNCCO. Drug 2: COC1=CC(=CC(=C1O)OC)C2C3C(COC3=O)C(C4=CC5=C(C=C24)OCO5)OC6C(C(C7C(O6)COC(O7)C8=CC=CS8)O)O. Cell line: HCT116. Synergy scores: CSS=66.6, Synergy_ZIP=-1.35, Synergy_Bliss=-1.66, Synergy_Loewe=1.41, Synergy_HSA=4.04.